From a dataset of Forward reaction prediction with 1.9M reactions from USPTO patents (1976-2016). Predict the product of the given reaction. (1) Given the reactants C[Si]([N-][Si](C)(C)C)(C)C.[K+].C(NC(C)C)(C)C.[Cl:18][C:19]1[N:24]=[C:23]([C:25]2[CH:37]=[C:36]([O:38][CH3:39])[CH:35]=[CH:34][C:26]=2[C:27](N(CC)CC)=[O:28])[C:22]([CH3:40])=[CH:21][CH:20]=1, predict the reaction product. The product is: [Cl:18][C:19]1[CH:20]=[CH:21][C:22]2[C:23](=[C:25]3[CH:37]=[C:36]([O:38][CH3:39])[CH:35]=[CH:34][C:26]3=[C:27]([OH:28])[CH:40]=2)[N:24]=1. (2) Given the reactants [I-].[CH3:2][S+](C)(C)=O.[H-].[Na+].[C:9]([N:17]1[CH2:22][CH2:21][C:20](=[O:23])[CH2:19][CH2:18]1)(=[O:16])[C:10]1[CH:15]=[CH:14][CH:13]=[CH:12][CH:11]=1, predict the reaction product. The product is: [C:10]1([C:9]([N:17]2[CH2:22][CH2:21][C:20]3([O:23][CH2:2]3)[CH2:19][CH2:18]2)=[O:16])[CH:11]=[CH:12][CH:13]=[CH:14][CH:15]=1. (3) Given the reactants [F:1][C:2]1[CH:30]=[CH:29][C:5]2[NH:6][C:7]([C:9]3[C:10]([CH3:28])=[C:11]4[C:15](=[CH:16][CH:17]=3)[N:14]([CH2:18][CH2:19][CH2:20][CH:21]3[CH2:26][CH2:25][N:24]([CH3:27])[CH2:23][CH2:22]3)[CH2:13][CH2:12]4)=[N:8][C:4]=2[C:3]=1[CH3:31], predict the reaction product. The product is: [F:1][C:2]1[CH:30]=[CH:29][C:5]2[NH:6][C:7]([C:9]3[C:10]([CH3:28])=[C:11]4[C:15](=[CH:16][CH:17]=3)[N:14]([CH2:18][CH2:19][CH2:20][CH:21]3[CH2:26][CH2:25][N:24]([CH3:27])[CH2:23][CH2:22]3)[CH:13]=[CH:12]4)=[N:8][C:4]=2[C:3]=1[CH3:31]. (4) The product is: [Br:1][CH2:2][C:3]([C:5]1[CH:9]=[C:8]([CH3:10])[N:7]([CH2:11][C:12]2[CH:17]=[C:16]([Cl:18])[CH:15]=[CH:14][C:13]=2[O:19][CH2:20][C:21]2[CH:23]=[CH:26][CH:25]=[CH:30][CH:22]=2)[N:6]=1)=[O:4]. Given the reactants [Br:1][CH2:2][C:3]([C:5]1[CH:9]=[C:8]([CH3:10])[N:7]([CH2:11][C:12]2[CH:17]=[C:16]([Cl:18])[CH:15]=[CH:14][C:13]=2[O:19][CH2:20][CH:21]([CH3:23])[CH3:22])[N:6]=1)=[O:4].Cl[C:25]1[CH:26]=CC(OCC2C=CC=CC=2)=C(CN2C(C)=CC(C(=O)C)=N2)[CH:30]=1, predict the reaction product. (5) Given the reactants [C:1]([N:4]1[C:13]2[C:8](=[CH:9][C:10]([O:14][CH3:15])=[CH:11][CH:12]=2)[CH2:7][CH2:6][CH2:5]1)(=[O:3])[CH3:2].[N:16]([O-:18])=[O:17].[Na+], predict the reaction product. The product is: [C:1]([N:4]1[C:13]2[C:8](=[CH:9][C:10]([O:14][CH3:15])=[C:11]([N+:16]([O-:18])=[O:17])[CH:12]=2)[CH2:7][CH2:6][CH2:5]1)(=[O:3])[CH3:2]. (6) Given the reactants [CH3:1][O:2][C:3]1[CH:4]=[C:5]([C:11]([C:15]2[CH:20]=[CH:19][CH:18]=[C:17]([OH:21])[CH:16]=2)=[CH:12][C:13]#[N:14])[CH:6]=[C:7]([O:9][CH3:10])[CH:8]=1.[S:22](Cl)(=[O:25])(=[O:24])[NH2:23].C(Cl)Cl.O, predict the reaction product. The product is: [C:13]([CH:12]=[C:11]([C:15]1[CH:16]=[C:17]([O:21][S:22](=[O:25])(=[O:24])[NH2:23])[CH:18]=[CH:19][CH:20]=1)[C:5]1[CH:6]=[C:7]([O:9][CH3:10])[CH:8]=[C:3]([O:2][CH3:1])[CH:4]=1)#[N:14]. (7) The product is: [OH:3][C@@H:1]1[CH2:8][CH2:7][CH2:6][C@H:5]([C:11]([O:10][CH3:9])=[O:12])[CH2:2]1. Given the reactants [C:1](Cl)(=[O:3])[CH3:2].[CH:5]12C[CH:9]([O:10][C:11]1=[O:12])[CH2:8][CH2:7][CH2:6]2, predict the reaction product.